From a dataset of Forward reaction prediction with 1.9M reactions from USPTO patents (1976-2016). Predict the product of the given reaction. (1) The product is: [Cl:17][C:18]1[N:19]=[CH:20][N:21]=[C:22]([CH2:8][C:9]([CH3:16])([CH3:15])[C:10]([O:12][CH2:13][CH3:14])=[O:11])[CH:23]=1. Given the reactants BrC1N=C([CH2:8][C:9]([CH3:16])([CH3:15])[C:10]([O:12][CH2:13][CH3:14])=[O:11])C=CC=1.[Cl:17][C:18]1[CH:23]=[C:22](Cl)[N:21]=[CH:20][N:19]=1, predict the reaction product. (2) Given the reactants Br[C:2]1[CH:3]=[C:4]2[C:9](=[CH:10][CH:11]=1)[C:8]([F:12])=[C:7]([OH:13])[CH:6]=[CH:5]2.B([C:17]1[CH:25]=[CH:24][C:20]([C:21]([OH:23])=[O:22])=[CH:19][C:18]=1[F:26])(O)O, predict the reaction product. The product is: [F:26][C:18]1[CH:19]=[C:20]([CH:24]=[CH:25][C:17]=1[C:2]1[CH:11]=[CH:10][C:9]2[C:4](=[CH:5][CH:6]=[C:7]([OH:13])[C:8]=2[F:12])[CH:3]=1)[C:21]([OH:23])=[O:22]. (3) Given the reactants COC1C=C(OC)C=CC=1CN(C1SN=CN=1)S(C1C=C(F)C(OC[C@H]2[C@H](C3C=CC(F)=CC=3)CC(=O)N(CC3C=CC(OC)=CC=3)C2)=CC=1F)(=O)=O.COC1C=C(OC)C=CC=1C[N:59]([C:98]1[S:102][N:101]=[CH:100][N:99]=1)[S:60]([C:63]1[CH:68]=[C:67]([F:69])[C:66]([O:70][CH2:71][C@H:72]2[C@H:77]([C:78]3[CH:83]=[C:82]([F:84])[C:81]([F:85])=[CH:80][C:79]=3[F:86])[CH2:76][C:75](=[O:87])[N:74](CC3C=CC(OC)=CC=3)[CH2:73]2)=[CH:65][C:64]=1[F:97])(=[O:62])=[O:61], predict the reaction product. The product is: [F:97][C:64]1[CH:65]=[C:66]([O:70][CH2:71][C@H:72]2[C@H:77]([C:78]3[CH:83]=[C:82]([F:84])[C:81]([F:85])=[CH:80][C:79]=3[F:86])[CH2:76][C:75](=[O:87])[NH:74][CH2:73]2)[C:67]([F:69])=[CH:68][C:63]=1[S:60]([NH:59][C:98]1[S:102][N:101]=[CH:100][N:99]=1)(=[O:61])=[O:62].